From a dataset of Peptide-MHC class II binding affinity with 134,281 pairs from IEDB. Regression. Given a peptide amino acid sequence and an MHC pseudo amino acid sequence, predict their binding affinity value. This is MHC class II binding data. (1) The peptide sequence is ERGYVKLEGRVIDLG. The MHC is HLA-DQA10501-DQB10303 with pseudo-sequence HLA-DQA10501-DQB10303. The binding affinity (normalized) is 0.266. (2) The peptide sequence is INEPTAAAIAQGLDR. The MHC is HLA-DQA10501-DQB10301 with pseudo-sequence HLA-DQA10501-DQB10301. The binding affinity (normalized) is 0.575. (3) The MHC is DRB4_0103 with pseudo-sequence DRB4_0103. The peptide sequence is PEMPALYEKKLALYL. The binding affinity (normalized) is 0.628. (4) The peptide sequence is IIAGTPEVHAVKPGA. The MHC is HLA-DPA10301-DPB10402 with pseudo-sequence HLA-DPA10301-DPB10402. The binding affinity (normalized) is 0.324. (5) The peptide sequence is GAIWRIDPKKPLKGP. The MHC is DRB1_0701 with pseudo-sequence DRB1_0701. The binding affinity (normalized) is 0.353. (6) The peptide sequence is IKLVKSSRPDCSEIP. The MHC is DRB1_0301 with pseudo-sequence DRB1_0301. The binding affinity (normalized) is 0.261. (7) The peptide sequence is KFIPALEAAVKQAYA. The MHC is DRB1_1101 with pseudo-sequence DRB1_1101. The binding affinity (normalized) is 0.388. (8) The peptide sequence is AQGYQQLSRQMMTAF. The MHC is HLA-DQA10501-DQB10301 with pseudo-sequence HLA-DQA10501-DQB10301. The binding affinity (normalized) is 0.0756.